From a dataset of CYP3A4 inhibition data for predicting drug metabolism from PubChem BioAssay. Regression/Classification. Given a drug SMILES string, predict its absorption, distribution, metabolism, or excretion properties. Task type varies by dataset: regression for continuous measurements (e.g., permeability, clearance, half-life) or binary classification for categorical outcomes (e.g., BBB penetration, CYP inhibition). Dataset: cyp3a4_veith. (1) The molecule is Cc1ccc(C)c(NC(=O)c2ncn[nH]2)c1. The result is 1 (inhibitor). (2) The drug is CCOC(=O)C1=C(COc2ccc(F)cc2Cl)NC(=O)NC1c1cc(C)ccc1C. The result is 1 (inhibitor). (3) The molecule is Clc1ccc(N2N=C(c3cccs3)CC2c2ccco2)cc1. The result is 0 (non-inhibitor). (4) The drug is COc1ccccc1-c1ccc2ncnc(N3CCNCC3)c2c1. The result is 1 (inhibitor). (5) The drug is O=S(=O)(c1ccccc1)N1CCC2(CCN(Cc3nccs3)CC2)CC1. The result is 0 (non-inhibitor). (6) The drug is O=c1c(C=Nc2ccc(Cl)cc2)c[nH]n1-c1cccc(Cl)n1. The result is 0 (non-inhibitor).